Dataset: Reaction yield outcomes from USPTO patents with 853,638 reactions. Task: Predict the reaction yield, written as a fraction of the theoretical maximum amount of product (1.0 means a 100% yield; for example, 0.34 means a 34% yield). The reactants are [H-].[Li+].[O:3]=[C:4]1[NH:9][CH:8]=[CH:7][N:6]=[C:5]1[C:10]([O:12][CH3:13])=[O:11].Cl[CH2:15][C:16]1[CH:21]=[CH:20][CH:19]=[CH:18][CH:17]=1. The catalyst is CN(C=O)C. The product is [CH2:15]([N:9]1[CH:8]=[CH:7][N:6]=[C:5]([C:10]([O:12][CH3:13])=[O:11])[C:4]1=[O:3])[C:16]1[CH:21]=[CH:20][CH:19]=[CH:18][CH:17]=1. The yield is 0.640.